From a dataset of Full USPTO retrosynthesis dataset with 1.9M reactions from patents (1976-2016). Predict the reactants needed to synthesize the given product. (1) Given the product [CH3:48][O:47][C:44]1[CH:43]=[CH:42][C:41]([CH2:40][N:8]([CH2:7][C:6]2[CH:49]=[CH:50][C:3]([O:2][CH3:1])=[CH:4][CH:5]=2)[C:9]2[N:14]=[CH:13][C:12]([C:15]3[C:16]4[CH2:29][CH2:28][N:27]([C:30]5[CH:31]=[CH:32][C:33]([C:34]([N:55]6[CH2:56][CH2:57][N:52]([CH3:51])[CH2:53][CH2:54]6)=[O:36])=[CH:37][CH:38]=5)[C:17]=4[N:18]=[C:19]([N:21]4[CH2:22][CH2:23][O:24][CH2:25][CH2:26]4)[N:20]=3)=[CH:11][N:10]=2)=[CH:46][CH:45]=1, predict the reactants needed to synthesize it. The reactants are: [CH3:1][O:2][C:3]1[CH:50]=[CH:49][C:6]([CH2:7][N:8]([CH2:40][C:41]2[CH:46]=[CH:45][C:44]([O:47][CH3:48])=[CH:43][CH:42]=2)[C:9]2[N:14]=[CH:13][C:12]([C:15]3[C:16]4[CH2:29][CH2:28][N:27]([C:30]5[CH:38]=[CH:37][C:33]([C:34]([OH:36])=O)=[CH:32][C:31]=5F)[C:17]=4[N:18]=[C:19]([N:21]4[CH2:26][CH2:25][O:24][CH2:23][CH2:22]4)[N:20]=3)=[CH:11][N:10]=2)=[CH:5][CH:4]=1.[CH3:51][N:52]1[CH2:57][CH2:56][NH:55][CH2:54][CH2:53]1. (2) Given the product [CH2:31]([N:28]1[CH2:29][CH2:30][C:25]2[NH:24][N:23]=[C:22]([C:20]3[NH:11][C:10]4[C:2]([N:1]=3)=[CH:3][C:4]3[C:5]([CH3:15])([CH3:16])[C:6](=[O:14])[N:7]([CH2:12][CH3:13])[C:8]=3[CH:9]=4)[C:26]=2[CH2:27]1)[C:32]1[CH:33]=[CH:34][CH:35]=[CH:36][CH:37]=1, predict the reactants needed to synthesize it. The reactants are: [NH2:1][C:2]1[CH:3]=[C:4]2[C:8](=[CH:9][C:10]=1[NH2:11])[N:7]([CH2:12][CH3:13])[C:6](=[O:14])[C:5]2([CH3:16])[CH3:15].C(O[C:20]([C:22]1[C:26]2[CH2:27][N:28]([CH2:31][C:32]3[CH:37]=[CH:36][CH:35]=[CH:34][CH:33]=3)[CH2:29][CH2:30][C:25]=2[NH:24][N:23]=1)=O)C.O=P12OP3(OP(OP(O3)(O1)=O)(=O)O2)=O. (3) Given the product [C:1]([O:5][C:6](=[O:17])[CH2:7][CH2:8][C:9]1[CH:14]=[C:13]([Cl:15])[CH:12]=[C:11]([Cl:16])[CH:10]=1)([CH3:4])([CH3:2])[CH3:3], predict the reactants needed to synthesize it. The reactants are: [C:1]([O:5][C:6](=[O:17])[CH:7]=[CH:8][C:9]1[CH:14]=[C:13]([Cl:15])[CH:12]=[C:11]([Cl:16])[CH:10]=1)([CH3:4])([CH3:3])[CH3:2].[H][H]. (4) Given the product [C:8]([C:4]1[CH:3]=[C:2]([NH:1][C:27]([NH:23][C:22]2[CH:24]=[CH:25][C:19]([O:18][C:15]3[CH:14]=[CH:13][N:12]=[CH:17][CH:16]=3)=[CH:20][CH:21]=2)=[O:28])[N:6]([CH3:7])[N:5]=1)([CH3:11])([CH3:10])[CH3:9], predict the reactants needed to synthesize it. The reactants are: [NH2:1][C:2]1[N:6]([CH3:7])[N:5]=[C:4]([C:8]([CH3:11])([CH3:10])[CH3:9])[CH:3]=1.[N:12]1[CH:17]=[CH:16][C:15]([O:18][C:19]2[CH:25]=[CH:24][C:22]([NH2:23])=[CH:21][CH:20]=2)=[CH:14][CH:13]=1.C[CH2:27][O:28]C(C)=O.